From a dataset of Full USPTO retrosynthesis dataset with 1.9M reactions from patents (1976-2016). Predict the reactants needed to synthesize the given product. (1) Given the product [NH:1]1[C:5]2[CH:6]=[CH:7][CH:8]=[CH:9][C:4]=2[N:3]=[C:2]1[C:10](=[CH:18][N:19]([CH3:21])[CH3:20])[C:11]#[N:12], predict the reactants needed to synthesize it. The reactants are: [NH:1]1[C:5]2[CH:6]=[CH:7][CH:8]=[CH:9][C:4]=2[N:3]=[C:2]1[CH2:10][C:11]#[N:12].CC(O[CH:18](N(C)C)[N:19]([CH3:21])[CH3:20])(C)C. (2) Given the product [NH:9]1[C:19]2[C:14](=[CH:15][CH:16]=[CH:17][CH:18]=2)[C:12]([C:10]([OH:11])=[O:22])=[N:8]1, predict the reactants needed to synthesize it. The reactants are: C(=[N:8][N:9]1[C:19]2[C:14](=[CH:15][CH:16]=[CH:17][CH:18]=2)[C:12](=O)[C:10]1=[O:11])C1C=CC=CC=1.C(O)(=[O:22])C.Cl.